Dataset: NCI-60 drug combinations with 297,098 pairs across 59 cell lines. Task: Regression. Given two drug SMILES strings and cell line genomic features, predict the synergy score measuring deviation from expected non-interaction effect. (1) Cell line: CAKI-1. Drug 2: CN(C)C1=NC(=NC(=N1)N(C)C)N(C)C. Synergy scores: CSS=-2.60, Synergy_ZIP=-1.14, Synergy_Bliss=-4.00, Synergy_Loewe=-8.75, Synergy_HSA=-4.34. Drug 1: C1CCN(CC1)CCOC2=CC=C(C=C2)C(=O)C3=C(SC4=C3C=CC(=C4)O)C5=CC=C(C=C5)O. (2) Drug 1: CC12CCC3C(C1CCC2=O)CC(=C)C4=CC(=O)C=CC34C. Drug 2: CC(CN1CC(=O)NC(=O)C1)N2CC(=O)NC(=O)C2. Cell line: RPMI-8226. Synergy scores: CSS=65.2, Synergy_ZIP=1.21, Synergy_Bliss=1.25, Synergy_Loewe=-6.83, Synergy_HSA=1.97. (3) Drug 1: C(CC(=O)O)C(=O)CN.Cl. Drug 2: C1CN(P(=O)(OC1)NCCCl)CCCl. Cell line: OVCAR-4. Synergy scores: CSS=3.91, Synergy_ZIP=-0.478, Synergy_Bliss=3.91, Synergy_Loewe=-5.29, Synergy_HSA=-3.53. (4) Drug 1: CN(C)N=NC1=C(NC=N1)C(=O)N. Drug 2: C(CCl)NC(=O)N(CCCl)N=O. Cell line: DU-145. Synergy scores: CSS=10.7, Synergy_ZIP=0.503, Synergy_Bliss=10.3, Synergy_Loewe=5.96, Synergy_HSA=6.81.